Dataset: Reaction yield outcomes from USPTO patents with 853,638 reactions. Task: Predict the reaction yield, written as a fraction of the theoretical maximum amount of product (1.0 means a 100% yield; for example, 0.34 means a 34% yield). The reactants are [C:1]([O:5][C:6](=[O:21])[CH2:7][O:8][C:9]1[C:14]2[CH2:15][CH2:16][CH2:17][CH2:18][CH:19]([NH2:20])[C:13]=2[CH:12]=[CH:11][CH:10]=1)([CH3:4])([CH3:3])[CH3:2].[C:22]1([C:32]2[CH:37]=[CH:36][CH:35]=[CH:34][CH:33]=2)[CH:27]=[CH:26][C:25]([S:28](Cl)(=[O:30])=[O:29])=[CH:24][CH:23]=1.C(N(C(C)C)CC)(C)C. The catalyst is C1COCC1. The product is [C:1]([O:5][C:6](=[O:21])[CH2:7][O:8][C:9]1[C:14]2[CH2:15][CH2:16][CH2:17][CH2:18][CH:19]([NH:20][S:28]([C:25]3[CH:24]=[CH:23][C:22]([C:32]4[CH:37]=[CH:36][CH:35]=[CH:34][CH:33]=4)=[CH:27][CH:26]=3)(=[O:30])=[O:29])[C:13]=2[CH:12]=[CH:11][CH:10]=1)([CH3:4])([CH3:2])[CH3:3]. The yield is 0.600.